From a dataset of Forward reaction prediction with 1.9M reactions from USPTO patents (1976-2016). Predict the product of the given reaction. (1) Given the reactants [NH2:1][CH2:2][CH2:3][O:4][C:5]1[CH:13]=[C:12]2[C:8]([CH2:9][CH:10]([NH:21][C:22](=[O:26])[O:23][CH2:24][CH3:25])[CH:11]2[CH2:14][C:15]2[CH:20]=[CH:19][CH:18]=[CH:17][CH:16]=2)=[CH:7][CH:6]=1.[CH3:27][N:28]1[CH:32]=[CH:31][N:30]=[C:29]1[S:33](Cl)(=[O:35])=[O:34], predict the reaction product. The product is: [CH2:14]([CH:11]1[C:12]2[C:8](=[CH:7][CH:6]=[C:5]([O:4][CH2:3][CH2:2][NH:1][S:33]([C:29]3[N:28]([CH3:27])[CH:32]=[CH:31][N:30]=3)(=[O:35])=[O:34])[CH:13]=2)[CH2:9][CH:10]1[NH:21][C:22](=[O:26])[O:23][CH2:24][CH3:25])[C:15]1[CH:16]=[CH:17][CH:18]=[CH:19][CH:20]=1. (2) Given the reactants C1(C2C=CC=CC=2)C=CC(C[N:8]2[C:12]3[CH:13]=[C:14]([F:39])[C:15]([C:18]4[CH:23]=[CH:22][C:21]([C:24]5[CH:29]=[CH:28][C:27]([C:30]([N:32]6[CH2:37][CH2:36][CH:35]([OH:38])[CH2:34][CH2:33]6)=[O:31])=[CH:26][CH:25]=5)=[CH:20][CH:19]=4)=[C:16]([F:17])[C:11]=3[N:10]=[C:9]2[O:40][CH:41]2[CH2:46][CH2:45][CH:44]([C:47]([O:49]CC)=[O:48])[CH2:43][CH2:42]2)=CC=1.C1CC=CCC=1.O([Si](C)(C)C)[K], predict the reaction product. The product is: [F:17][C:16]1[C:11]2[N:10]=[C:9]([O:40][CH:41]3[CH2:46][CH2:45][CH:44]([C:47]([OH:49])=[O:48])[CH2:43][CH2:42]3)[NH:8][C:12]=2[CH:13]=[C:14]([F:39])[C:15]=1[C:18]1[CH:19]=[CH:20][C:21]([C:24]2[CH:29]=[CH:28][C:27]([C:30]([N:32]3[CH2:37][CH2:36][CH:35]([OH:38])[CH2:34][CH2:33]3)=[O:31])=[CH:26][CH:25]=2)=[CH:22][CH:23]=1. (3) The product is: [Br:16][C:17]1[CH:18]=[N:19][N:20]2[CH:25]=[CH:24][C:23]([N:9]3[C@@H:8]([C:3]4[CH:4]=[CH:5][CH:6]=[CH:7][C:2]=4[Cl:1])[CH2:12][O:11][C:10]3=[O:13])=[N:22][C:21]=12. Given the reactants [Cl:1][C:2]1[CH:7]=[CH:6][CH:5]=[CH:4][C:3]=1[C@H:8]1[CH2:12][O:11][C:10](=[O:13])[NH:9]1.[H-].[Na+].[Br:16][C:17]1[CH:18]=[N:19][N:20]2[CH:25]=[CH:24][C:23](Cl)=[N:22][C:21]=12.[Cl-].[NH4+], predict the reaction product. (4) Given the reactants [O:1]=[C:2]1[CH2:16][C@@H:5]2[CH2:6][N:7]([C:9]([O:11][C:12]([CH3:15])([CH3:14])[CH3:13])=[O:10])[CH2:8][C@@H:4]2[CH2:3]1.[BH4-].[Na+], predict the reaction product. The product is: [CH3:15][C:12]([O:11][C:9]([N:7]1[CH2:6][C@H:5]2[C@H:4]([CH2:3][CH:2]([OH:1])[CH2:16]2)[CH2:8]1)=[O:10])([CH3:13])[CH3:14]. (5) The product is: [C:1]([O:6][Si:36]([C:30]([CH:33]([CH3:35])[CH3:34])([CH3:31])[CH3:32])([CH2:38][CH:39]([CH3:40])[CH3:41])[CH2:42][CH:43]([CH3:45])[CH3:44])(=[O:5])[C:2]([CH3:4])=[CH2:3]. Given the reactants [C:1]([OH:6])(=[O:5])[C:2]([CH3:4])=[CH2:3].C(C1C=C(C)C=C(C(C)(C)C)C=1O)(C)(C)C.C(N(CC)CC)C.[C:30]([Si:36]([CH2:42][CH:43]([CH3:45])[CH3:44])([CH2:38][CH:39]([CH3:41])[CH3:40])Cl)([CH:33]([CH3:35])[CH3:34])([CH3:32])[CH3:31], predict the reaction product. (6) Given the reactants [N:1]1[CH:6]=[CH:5][CH:4]=[N:3][C:2]=1[NH:7][CH2:8][CH2:9][CH2:10][N:11]1[C:19]2[C:14](=[CH:15][C:16]([C:20]([O:22]CC)=[O:21])=[CH:17][CH:18]=2)[CH:13]=[N:12]1.[OH-].[Na+], predict the reaction product. The product is: [N:3]1[CH:4]=[CH:5][CH:6]=[N:1][C:2]=1[NH:7][CH2:8][CH2:9][CH2:10][N:11]1[C:19]2[C:14](=[CH:15][C:16]([C:20]([OH:22])=[O:21])=[CH:17][CH:18]=2)[CH:13]=[N:12]1. (7) Given the reactants C(N1CCC(C2C=[CH:17][C:13]([C:14]([NH2:16])=[O:15])=[C:12]([O:19][C:20]3[CH:21]=[N:22][N:23]([CH2:25][C:26]4[CH:31]=[CH:30][CH:29]=[CH:28][CH:27]=4)[CH:24]=3)N=2)C1)(=O)C=C.ClC1N=C(Cl)C=C[C:34]=1[C:35]([NH2:37])=O.C(N1C=C(O)C=N1)C1C=CC=CC=1.CC1(C)C(C)(C)OB([C:64]2[CH2:65][N:66]([C:69]([O:71][C:72]([CH3:75])([CH3:74])[CH3:73])=[O:70])[CH2:67][CH:68]=2)O1.C(Cl)(=O)C=C.N1C=CCCC1.N1CCCCC1, predict the reaction product. The product is: [CH2:25]([N:23]1[CH:24]=[C:20]([O:19][C:12]2[C:13]([C:14](=[O:15])[NH2:16])=[CH:17][N:37]=[C:35]([CH:64]3[CH2:68][CH2:67][N:66]([C:69]([O:71][C:72]([CH3:73])([CH3:74])[CH3:75])=[O:70])[CH2:65]3)[CH:34]=2)[CH:21]=[N:22]1)[C:26]1[CH:27]=[CH:28][CH:29]=[CH:30][CH:31]=1. (8) Given the reactants Cl[C:2]1[CH:7]=[CH:6][N:5]=[C:4]([NH:8][C:9]2[CH:10]=[C:11]([CH:16]=[CH:17][CH:18]=2)[C:12]([NH:14][CH3:15])=[O:13])[CH:3]=1.CCN(C(C)C)C(C)C.[F:28][C:29]1[CH:39]=[C:38]([Cl:40])[CH:37]=[CH:36][C:30]=1[O:31][CH:32]1[CH2:35][NH:34][CH2:33]1, predict the reaction product. The product is: [Cl:40][C:38]1[CH:37]=[CH:36][C:30]([O:31][CH:32]2[CH2:35][N:34]([C:2]3[CH:7]=[CH:6][N:5]=[C:4]([NH:8][C:9]4[CH:10]=[C:11]([CH:16]=[CH:17][CH:18]=4)[C:12]([NH:14][CH3:15])=[O:13])[CH:3]=3)[CH2:33]2)=[C:29]([F:28])[CH:39]=1. (9) Given the reactants [NH2:1][C:2]1[CH:3]=[C:4]2[C:30](=[CH:31][CH:32]=1)[O:29][C:7]1([CH2:12][CH2:11][N:10]([C:13]([C:15]3[CH:24]=[C:23]([O:25][CH3:26])[C:22]4[C:17](=[C:18]([O:27][CH3:28])[CH:19]=[CH:20][CH:21]=4)[N:16]=3)=[O:14])[CH2:9][CH2:8]1)[CH2:6][C:5]2=[O:33].CC[N:36]([CH2:39]C)CC.ClC(OC1C=CC([N+]([O-])=O)=CC=1)=[O:43], predict the reaction product. The product is: [CH3:26][O:25][C:23]1[C:22]2[C:17](=[C:18]([O:27][CH3:28])[CH:19]=[CH:20][CH:21]=2)[N:16]=[C:15]([C:13]([N:10]2[CH2:11][CH2:12][C:7]3([CH2:6][C:5](=[O:33])[C:4]4[C:30](=[CH:31][CH:32]=[C:2]([NH:1][C:39]([NH2:36])=[O:43])[CH:3]=4)[O:29]3)[CH2:8][CH2:9]2)=[O:14])[CH:24]=1. (10) Given the reactants Cl[C:2]1[CH:7]=[C:6]([N:8]2[CH2:12][CH2:11][CH2:10][CH2:9]2)[N:5]=[C:4]2[CH2:13][CH2:14][CH2:15][C:3]=12.[NH2:16][C:17]1[CH:22]=[CH:21][C:20]([CH2:23][C:24]([O:26][CH2:27][CH3:28])=[O:25])=[CH:19][CH:18]=1, predict the reaction product. The product is: [N:8]1([C:6]2[N:5]=[C:4]3[CH2:13][CH2:14][CH2:15][C:3]3=[C:2]([NH:16][C:17]3[CH:18]=[CH:19][C:20]([CH2:23][C:24]([O:26][CH2:27][CH3:28])=[O:25])=[CH:21][CH:22]=3)[CH:7]=2)[CH2:12][CH2:11][CH2:10][CH2:9]1.